This data is from Catalyst prediction with 721,799 reactions and 888 catalyst types from USPTO. The task is: Predict which catalyst facilitates the given reaction. (1) The catalyst class is: 5. Reactant: Cl.[OH:2][C@H:3]1[CH2:7][NH:6][C@H:5]([C:8]([O:10][CH3:11])=[O:9])[CH2:4]1.[CH2:12]([N:14](CC)CC)[CH3:13].BrCC#N. Product: [C:12]([CH2:13][N:6]1[CH2:7][C@H:3]([OH:2])[CH2:4][C@H:5]1[C:8]([O:10][CH3:11])=[O:9])#[N:14]. (2) Product: [C:12]([O-:15])(=[O:14])[CH3:13].[CH2:2]([N+:6]1[CH:10]=[CH:9][N:8]([CH3:11])[CH:7]=1)[CH2:3][CH2:4][CH3:5]. The catalyst class is: 181. Reactant: [Cl-].[CH2:2]([N+:6]1[CH:10]=[CH:9][N:8]([CH3:11])[CH:7]=1)[CH2:3][CH2:4][CH3:5].[C:12]([OH:15])(=[O:14])[CH3:13]. (3) Reactant: Cl[C:2]1[N:3]=[CH:4][CH:5]=[C:6]2[CH:10]=[CH:9][O:8][C:7]=12.C(=O)([O-])O.[Na+].[NH:16]1[CH2:21][CH2:20][NH:19][CH2:18][CH2:17]1. Product: [N:16]1([C:2]2[N:3]=[CH:4][CH:5]=[C:6]3[CH:10]=[CH:9][O:8][C:7]=23)[CH2:21][CH2:20][NH:19][CH2:18][CH2:17]1. The catalyst class is: 196.